This data is from Reaction yield outcomes from USPTO patents with 853,638 reactions. The task is: Predict the reaction yield, written as a fraction of the theoretical maximum amount of product (1.0 means a 100% yield; for example, 0.34 means a 34% yield). (1) The reactants are C(OC(=O)[NH:7][C@H:8]([C:13](=[O:41])[NH:14][CH2:15][C:16]1[C:25]2[CH2:24][CH2:23][CH2:22][C:21](=[O:26])[C:20]=2[CH:19]=[CH:18][C:17]=1[O:27][C@@H:28]([C:35]1[CH:40]=[CH:39][CH:38]=[CH:37][CH:36]=1)[CH2:29][N:30]1[CH:34]=[CH:33][N:32]=[CH:31]1)[CH2:9][CH2:10][S:11][CH3:12])(C)(C)C.Cl. The catalyst is CO.O1CCOCC1. The product is [NH2:7][C@@H:8]([CH2:9][CH2:10][S:11][CH3:12])[C:13]([NH:14][CH2:15][C:16]1[C:25]2[CH2:24][CH2:23][CH2:22][C:21](=[O:26])[C:20]=2[CH:19]=[CH:18][C:17]=1[O:27][C@@H:28]([C:35]1[CH:36]=[CH:37][CH:38]=[CH:39][CH:40]=1)[CH2:29][N:30]1[CH:34]=[CH:33][N:32]=[CH:31]1)=[O:41]. The yield is 0.600. (2) The reactants are Cl.[NH2:2][CH2:3][CH2:4][CH2:5][C:6]([O:8]CC)=[O:7].[OH-].[Na+].[CH3:13][NH:14][C:15]([N:17]1[C:25]2[C:20](=[CH:21][C:22]([O:26][C:27]3[CH:32]=[CH:31][N:30]=[C:29]([N:33](C(OC4C=CC=CC=4)=O)[C:34](=O)[O:35]C4C=CC=CC=4)[CH:28]=3)=[CH:23][CH:24]=2)[CH:19]=[CH:18]1)=[O:16].[OH-].[Li+].Cl. The catalyst is CN(C)C=O.O1CCCC1.CO.O. The product is [CH3:13][NH:14][C:15]([N:17]1[C:25]2[C:20](=[CH:21][C:22]([O:26][C:27]3[CH:32]=[CH:31][N:30]=[C:29]([NH:33][C:34]([NH:2][CH2:3][CH2:4][CH2:5][C:6]([OH:8])=[O:7])=[O:35])[CH:28]=3)=[CH:23][CH:24]=2)[CH:19]=[CH:18]1)=[O:16]. The yield is 0.750.